Dataset: Forward reaction prediction with 1.9M reactions from USPTO patents (1976-2016). Task: Predict the product of the given reaction. (1) Given the reactants Cl[C:2]1[C:3](=[O:15])[N:4](C2CCCCO2)[N:5]=[CH:6][C:7]=1Cl.[N:16]1([C:21]([C:23]2[CH:28]=[CH:27][CH:26]=[CH:25][C:24]=2[OH:29])=[O:22])[CH2:20][CH2:19][CH2:18][CH2:17]1.C[O:31][C:32](=[O:41])[CH:33](Br)[CH2:34][CH:35]1[CH2:39][CH2:38][CH2:37][CH2:36]1, predict the reaction product. The product is: [CH:35]1([CH2:34][CH:33]([N:4]2[C:3](=[O:15])[CH:2]=[C:7]([O:29][C:24]3[CH:25]=[CH:26][CH:27]=[CH:28][C:23]=3[C:21]([N:16]3[CH2:17][CH2:18][CH2:19][CH2:20]3)=[O:22])[CH:6]=[N:5]2)[C:32]([OH:31])=[O:41])[CH2:39][CH2:38][CH2:37][CH2:36]1. (2) Given the reactants [CH:1]1([C:4]2[C:5]([O:13][CH2:14][C:15]([F:18])([F:17])[F:16])=[CH:6][C:7]([C:10]([OH:12])=O)=[N:8][CH:9]=2)[CH2:3][CH2:2]1.[NH2:19][C:20]1([CH2:24][C:25]([NH:27][CH3:28])=[O:26])[CH2:23][O:22][CH2:21]1, predict the reaction product. The product is: [CH:1]1([C:4]2[C:5]([O:13][CH2:14][C:15]([F:18])([F:17])[F:16])=[CH:6][C:7]([C:10]([NH:19][C:20]3([CH2:24][C:25]([NH:27][CH3:28])=[O:26])[CH2:23][O:22][CH2:21]3)=[O:12])=[N:8][CH:9]=2)[CH2:2][CH2:3]1.